Task: Regression. Given a peptide amino acid sequence and an MHC pseudo amino acid sequence, predict their binding affinity value. This is MHC class II binding data.. Dataset: Peptide-MHC class II binding affinity with 134,281 pairs from IEDB (1) The peptide sequence is AGLLGVVSTVLLGGV. The MHC is DRB1_0401 with pseudo-sequence DRB1_0401. The binding affinity (normalized) is 0.183. (2) The peptide sequence is ADSVKGRFTISRDNS. The MHC is DRB4_0101 with pseudo-sequence DRB4_0103. The binding affinity (normalized) is 0.281. (3) The peptide sequence is FILATDIAEMGANLC. The MHC is DRB1_1101 with pseudo-sequence DRB1_1101. The binding affinity (normalized) is 0.254. (4) The peptide sequence is LMSSLHLKRYYGRIL. The MHC is DRB1_1302 with pseudo-sequence DRB1_1302. The binding affinity (normalized) is 0.276. (5) The peptide sequence is PANDKFTVFEAAFNN. The MHC is DRB1_1101 with pseudo-sequence DRB1_1101. The binding affinity (normalized) is 0.265. (6) The peptide sequence is VIPEGWKADTCYESK. The MHC is DRB1_0401 with pseudo-sequence DRB1_0401. The binding affinity (normalized) is 0.301. (7) The peptide sequence is FFGQNTAAIAATEAQ. The MHC is DRB1_0405 with pseudo-sequence DRB1_0405. The binding affinity (normalized) is 0.461. (8) The peptide sequence is TMAQMNQAFRNIVNM. The MHC is DRB1_1501 with pseudo-sequence DRB1_1501. The binding affinity (normalized) is 0.0498. (9) The peptide sequence is ARTDLLAFTRLPQAD. The MHC is HLA-DQA10501-DQB10301 with pseudo-sequence HLA-DQA10501-DQB10301. The binding affinity (normalized) is 0.134.